From a dataset of Forward reaction prediction with 1.9M reactions from USPTO patents (1976-2016). Predict the product of the given reaction. (1) Given the reactants [CH3:1][C:2]1([CH3:14])[CH2:11][CH2:10][C:9]([CH3:13])([CH3:12])[C:8]2[CH:7]=[CH:6][CH:5]=[CH:4][C:3]1=2.ClCCl.[Cl-].[Al+3].[Cl-].[Cl-].[C:22](Cl)(=[O:26])[CH:23]([CH3:25])[CH3:24], predict the reaction product. The product is: [CH:23]([C:22]([C:6]1[CH:5]=[CH:4][C:3]2[C:2]([CH3:14])([CH3:1])[CH2:11][CH2:10][C:9]([CH3:13])([CH3:12])[C:8]=2[CH:7]=1)=[O:26])([CH3:25])[CH3:24]. (2) Given the reactants [CH3:1][N:2]1[C:10]2[C:5](=[CH:6][CH:7]=[CH:8][CH:9]=2)[C:4](C(O)=O)=[CH:3]1.C([N:16]([CH2:19]C)CC)C.C1(P(N=[N+]=[N-])(C2C=CC=CC=2)=[O:28])C=CC=CC=1.[C:38]1([C:44]2[N:48]=[C:47]([N:49]3[CH2:54][CH2:53][NH:52][CH2:51][CH2:50]3)[S:46][N:45]=2)[CH:43]=[CH:42][CH:41]=[CH:40][CH:39]=1, predict the reaction product. The product is: [CH3:1][N:2]1[C:10]2[C:5](=[CH:6][CH:7]=[CH:8][CH:9]=2)[C:4]([NH:16][C:19]([N:52]2[CH2:53][CH2:54][N:49]([C:47]3[S:46][N:45]=[C:44]([C:38]4[CH:39]=[CH:40][CH:41]=[CH:42][CH:43]=4)[N:48]=3)[CH2:50][CH2:51]2)=[O:28])=[CH:3]1. (3) Given the reactants [F:1][C:2]1[CH:3]=[C:4]([CH:33]=[CH:34][CH:35]=1)[O:5][C:6]1[CH:11]=[CH:10][CH:9]=[CH:8][C:7]=1[C:12]([C@@H:20]1[CH2:25][CH2:24][CH2:23][N:22](C(OC(C)(C)C)=O)[CH2:21]1)([OH:19])[CH2:13][CH2:14][CH2:15][CH2:16][O:17][CH3:18].Cl.[OH-].[Na+], predict the reaction product. The product is: [F:1][C:2]1[CH:3]=[C:4]([CH:33]=[CH:34][CH:35]=1)[O:5][C:6]1[CH:11]=[CH:10][CH:9]=[CH:8][C:7]=1[C@:12]([C@@H:20]1[CH2:25][CH2:24][CH2:23][NH:22][CH2:21]1)([OH:19])[CH2:13][CH2:14][CH2:15][CH2:16][O:17][CH3:18]. (4) Given the reactants [CH3:1][C:2]1[N:3]=[C:4]2[S:19][CH:18]=[CH:17][N:5]2[C:6](=[O:16])[C:7]=1[C:8]1[CH:15]=[CH:14][C:11]([C:12]#[N:13])=[CH:10][CH:9]=1.[CH2:20]([O:22][CH2:23][CH2:24][O:25][C:26]1[C:33]([O:34][CH3:35])=[CH:32][CH:31]=[CH:30][C:27]=1[CH:28]=O)[CH3:21].[O-]CC.[Na+], predict the reaction product. The product is: [CH2:20]([O:22][CH2:23][CH2:24][O:25][C:26]1[C:33]([O:34][CH3:35])=[CH:32][CH:31]=[CH:30][C:27]=1/[CH:28]=[CH:1]/[C:2]1[N:3]=[C:4]2[S:19][CH:18]=[CH:17][N:5]2[C:6](=[O:16])[C:7]=1[C:8]1[CH:9]=[CH:10][C:11]([C:12]#[N:13])=[CH:14][CH:15]=1)[CH3:21]. (5) The product is: [C:20]1([C@H:19]2[CH2:18][O:17][C:16](=[O:26])[N:15]2[C:9](=[O:14])[CH2:10][C@H:11]([C:1]2[CH:6]=[CH:5][CH:4]=[CH:3][CH:2]=2)[CH2:12][CH3:13])[CH:21]=[CH:22][CH:23]=[CH:24][CH:25]=1. Given the reactants [C:1]1([Mg]Cl)[CH:6]=[CH:5][CH:4]=[CH:3][CH:2]=1.[C:9]([N:15]1[C@@H:19]([C:20]2[CH:25]=[CH:24][CH:23]=[CH:22][CH:21]=2)[CH2:18][O:17][C:16]1=[O:26])(=[O:14])/[CH:10]=[CH:11]/[CH2:12][CH3:13], predict the reaction product.